This data is from Catalyst prediction with 721,799 reactions and 888 catalyst types from USPTO. The task is: Predict which catalyst facilitates the given reaction. Reactant: [CH3:1][N:2]([CH3:9])[C:3](=[O:8])[C:4](Cl)=[N:5][OH:6].[CH2:10]=[CH:11][C:12]1[CH:17]=[CH:16][CH:15]=[CH:14][CH:13]=1.C(=O)([O-])O.[K+]. Product: [CH3:1][N:2]([CH3:9])[C:3]([C:4]1[CH2:10][CH:11]([C:12]2[CH:17]=[CH:16][CH:15]=[CH:14][CH:13]=2)[O:6][N:5]=1)=[O:8]. The catalyst class is: 93.